This data is from NCI-60 drug combinations with 297,098 pairs across 59 cell lines. The task is: Regression. Given two drug SMILES strings and cell line genomic features, predict the synergy score measuring deviation from expected non-interaction effect. (1) Drug 1: CC12CCC3C(C1CCC2O)C(CC4=C3C=CC(=C4)O)CCCCCCCCCS(=O)CCCC(C(F)(F)F)(F)F. Drug 2: C1C(C(OC1N2C=NC(=NC2=O)N)CO)O. Cell line: HCC-2998. Synergy scores: CSS=16.6, Synergy_ZIP=-1.89, Synergy_Bliss=-3.69, Synergy_Loewe=-16.0, Synergy_HSA=-6.69. (2) Drug 1: CN1CCC(CC1)COC2=C(C=C3C(=C2)N=CN=C3NC4=C(C=C(C=C4)Br)F)OC. Drug 2: C(CN)CNCCSP(=O)(O)O. Cell line: SW-620. Synergy scores: CSS=2.20, Synergy_ZIP=0.247, Synergy_Bliss=-1.05, Synergy_Loewe=-5.72, Synergy_HSA=-2.20.